This data is from Forward reaction prediction with 1.9M reactions from USPTO patents (1976-2016). The task is: Predict the product of the given reaction. (1) Given the reactants [C:1]([O:5][C:6]([N:8]1[CH2:12][CH:11]([C:13]#[N:14])[CH2:10][CH:9]1[C:15]1[NH:16][C:17]([C:20]2[CH:25]=[CH:24][C:23](Br)=[CH:22][CH:21]=2)=[CH:18][N:19]=1)=[O:7])([CH3:4])([CH3:3])[CH3:2].[B:27]1([B:27]2[O:31][C:30]([CH3:33])([CH3:32])[C:29]([CH3:35])([CH3:34])[O:28]2)[O:31][C:30]([CH3:33])([CH3:32])[C:29]([CH3:35])([CH3:34])[O:28]1.CC([O-])=O.[K+], predict the reaction product. The product is: [C:1]([O:5][C:6]([N:8]1[CH2:12][CH:11]([C:13]#[N:14])[CH2:10][CH:9]1[C:15]1[NH:16][C:17]([C:20]2[CH:25]=[CH:24][C:23]([B:27]3[O:31][C:30]([CH3:33])([CH3:32])[C:29]([CH3:35])([CH3:34])[O:28]3)=[CH:22][CH:21]=2)=[CH:18][N:19]=1)=[O:7])([CH3:4])([CH3:3])[CH3:2]. (2) Given the reactants CS(C)=O.C(Cl)(=O)C(Cl)=O.[C:11]([O:15][C:16]([N:18]1[CH2:23][CH2:22][CH2:21][CH:20]([CH2:24][OH:25])[CH2:19]1)=[O:17])([CH3:14])([CH3:13])[CH3:12].CCN(CC)CC, predict the reaction product. The product is: [C:11]([O:15][C:16]([N:18]1[CH2:23][CH2:22][CH2:21][CH:20]([CH:24]=[O:25])[CH2:19]1)=[O:17])([CH3:14])([CH3:13])[CH3:12]. (3) The product is: [Cl:1][C:2]1[CH:9]=[CH:8][CH:7]=[CH:6][C:3]=1[CH:4]1[C:17]([C:16]([O:22][C:23]([CH3:26])([CH3:25])[CH3:24])=[O:21])=[C:18]([CH3:20])[NH:10][C:11]2=[N:12][NH:13][CH:14]=[C:15]12. Given the reactants [Cl:1][C:2]1[CH:9]=[CH:8][CH:7]=[CH:6][C:3]=1[CH:4]=O.[NH2:10][C:11]1[CH:15]=[CH:14][NH:13][N:12]=1.[C:16]([O:22][C:23]([CH3:26])([CH3:25])[CH3:24])(=[O:21])[CH2:17][C:18]([CH3:20])=O, predict the reaction product. (4) Given the reactants C(OC([NH:8][C@H:9]1[CH2:14][CH2:13][CH2:12][CH2:11][C@H:10]1[C:15]([OH:17])=O)=O)(C)(C)C.[Cl:18][C:19]1[CH:20]=[C:21]2[C:29](=[C:30]([NH2:32])[CH:31]=1)[NH:28][C:27]1[CH:26]=[N:25][CH:24]=[CH:23][C:22]2=1.CCN=C=NCCCN(C)C.FC(F)(F)C(O)=O.[C:51]([O-:54])([O-:53])=[O:52].[Na+:55].[Na+], predict the reaction product. The product is: [C:51]([O-:54])([O-:53])=[O:52].[Na+:55].[Na+:55].[Cl:18][C:19]1[CH:20]=[C:21]2[C:29](=[C:30]([NH:32][C:15]([CH:10]3[CH2:11][CH2:12][CH2:13][CH2:14][CH:9]3[NH2:8])=[O:17])[CH:31]=1)[NH:28][C:27]1[CH:26]=[N:25][CH:24]=[CH:23][C:22]2=1. (5) Given the reactants Cl[C:2]1[N:7]=[C:6]([NH:8][CH2:9][CH2:10][NH:11][C:12]2[CH:19]=[CH:18][C:15]([C:16]#[N:17])=[CH:14][N:13]=2)[N:5]2[N:20]=[CH:21][N:22]=[C:4]2[CH:3]=1.[F:23][C:24]([F:35])([F:34])[C:25]1[CH:30]=[CH:29][C:28](B(O)O)=[CH:27][CH:26]=1.C(=O)([O-])[O-].[Na+].[Na+], predict the reaction product. The product is: [F:23][C:24]([F:35])([F:34])[C:25]1[CH:30]=[CH:29][C:28]([C:2]2[N:7]=[C:6]([NH:8][CH2:9][CH2:10][NH:11][C:12]3[CH:19]=[CH:18][C:15]([C:16]#[N:17])=[CH:14][N:13]=3)[N:5]3[N:20]=[CH:21][N:22]=[C:4]3[CH:3]=2)=[CH:27][CH:26]=1.